Dataset: Peptide-MHC class I binding affinity with 185,985 pairs from IEDB/IMGT. Task: Regression. Given a peptide amino acid sequence and an MHC pseudo amino acid sequence, predict their binding affinity value. This is MHC class I binding data. The peptide sequence is IIMEEGNSI. The MHC is HLA-A69:01 with pseudo-sequence HLA-A69:01. The binding affinity (normalized) is 0.376.